Dataset: Full USPTO retrosynthesis dataset with 1.9M reactions from patents (1976-2016). Task: Predict the reactants needed to synthesize the given product. Given the product [C:1]([O:5][C:6]([N:8]([CH3:34])[C:9]([CH2:30][CH2:31][CH2:32][N:35]1[CH2:39][CH2:38][CH2:37][CH2:36]1)([CH2:17][CH2:18][CH2:19][CH2:20][B:21]1[O:25][C:24]([CH3:26])([CH3:27])[C:23]([CH3:29])([CH3:28])[O:22]1)[C:10]([O:12][C:13]([CH3:14])([CH3:15])[CH3:16])=[O:11])=[O:7])([CH3:2])([CH3:4])[CH3:3], predict the reactants needed to synthesize it. The reactants are: [C:1]([O:5][C:6]([N:8]([CH3:34])[C:9]([CH2:30][CH2:31][CH:32]=O)([CH2:17][CH2:18][CH2:19][CH2:20][B:21]1[O:25][C:24]([CH3:27])([CH3:26])[C:23]([CH3:29])([CH3:28])[O:22]1)[C:10]([O:12][C:13]([CH3:16])([CH3:15])[CH3:14])=[O:11])=[O:7])([CH3:4])([CH3:3])[CH3:2].[NH:35]1[CH2:39][CH2:38][CH2:37][CH2:36]1.C(O[BH-](OC(=O)C)OC(=O)C)(=O)C.[Na+].